This data is from Catalyst prediction with 721,799 reactions and 888 catalyst types from USPTO. The task is: Predict which catalyst facilitates the given reaction. (1) Reactant: Cl[CH2:2][C:3]1[CH:12]=[CH:11][C:10]2[C:5](=[CH:6][CH:7]=[CH:8][CH:9]=2)[N:4]=1.[CH3:13][O:14][C:15](=[O:23])[C:16]1[CH:21]=[CH:20][C:19]([OH:22])=[CH:18][CH:17]=1.C(=O)([O-])[O-].[K+].[K+].[OH-].[Na+]. Product: [CH3:13][O:14][C:15](=[O:23])[C:16]1[CH:21]=[CH:20][C:19]([O:22][CH2:2][C:3]2[CH:12]=[CH:11][C:10]3[C:5](=[CH:6][CH:7]=[CH:8][CH:9]=3)[N:4]=2)=[CH:18][CH:17]=1. The catalyst class is: 372. (2) Product: [ClH:36].[NH:9]1[CH2:10][CH2:11][CH:12]([C:15]([N:17]2[CH2:18][CH2:19][C:20]3([NH:24]/[C:23](=[N:25]/[C:26]([C:28]4[C:33]([NH2:34])=[N:32][C:31]([NH2:35])=[C:30]([Cl:36])[N:29]=4)=[O:27])/[NH:22][CH2:21]3)[CH2:37][CH2:38]2)=[O:16])[CH2:13][CH2:14]1. Reactant: Cl.C(OC([N:9]1[CH2:14][CH2:13][CH:12]([C:15]([N:17]2[CH2:38][CH2:37][C:20]3([NH:24]/[C:23](=[N:25]/[C:26]([C:28]4[C:33]([NH2:34])=[N:32][C:31]([NH2:35])=[C:30]([Cl:36])[N:29]=4)=[O:27])/[NH:22][CH2:21]3)[CH2:19][CH2:18]2)=[O:16])[CH2:11][CH2:10]1)=O)(C)(C)C. The catalyst class is: 12.